This data is from Reaction yield outcomes from USPTO patents with 853,638 reactions. The task is: Predict the reaction yield, written as a fraction of the theoretical maximum amount of product (1.0 means a 100% yield; for example, 0.34 means a 34% yield). (1) The reactants are [F:1][C:2]1[CH:7]=[CH:6][C:5]([C:8]2[C:16]3[C:11](=[CH:12][CH:13]=[C:14]([C:17]([OH:19])=O)[CH:15]=3)[NH:10][N:9]=2)=[CH:4][CH:3]=1.O.ON1C2C=CC=CC=2N=N1.Cl.CN(C)CCCN=C=NCC.[CH2:43]([NH2:49])[CH:44]1[O:48][CH2:47][CH2:46][CH2:45]1. The catalyst is O1CCCC1.O.CN(C)C=O. The product is [F:1][C:2]1[CH:3]=[CH:4][C:5]([C:8]2[C:16]3[C:11](=[CH:12][CH:13]=[C:14]([C:17]([NH:49][CH2:43][CH:44]4[CH2:45][CH2:46][CH2:47][O:48]4)=[O:19])[CH:15]=3)[NH:10][N:9]=2)=[CH:6][CH:7]=1. The yield is 0.740. (2) The reactants are C(N(CC)CC)C.Br[CH2:9][C:10]([O:12][CH2:13][CH3:14])=[O:11].[F:15][CH:16]([F:35])[C:17]1[N:18]([C:23]2[C:32]3[C:27](=[CH:28][CH:29]=[CH:30][CH:31]=3)[C:26]([CH2:33][CH3:34])=[CH:25][CH:24]=2)[C:19]([SH:22])=[N:20][N:21]=1. The catalyst is ClCCl. The product is [F:35][CH:16]([F:15])[C:17]1[N:18]([C:23]2[C:32]3[C:27](=[CH:28][CH:29]=[CH:30][CH:31]=3)[C:26]([CH2:33][CH3:34])=[CH:25][CH:24]=2)[C:19]([S:22][CH2:9][C:10]([O:12][CH2:13][CH3:14])=[O:11])=[N:20][N:21]=1. The yield is 0.960. (3) The reactants are [CH:1]1([C:7]([C:9]2[O:10][C:11]3[CH:18]=[CH:17][C:16]([O:19][CH:20]4[CH2:25][CH2:24][O:23][CH2:22][CH2:21]4)=[CH:15][C:12]=3[C:13]=2[CH3:14])=[O:8])[CH2:6][CH2:5][CH2:4][CH2:3][CH2:2]1.[BH4-].[Na+]. The catalyst is O1CCCC1.CO. The product is [CH:1]1([CH:7]([C:9]2[O:10][C:11]3[CH:18]=[CH:17][C:16]([O:19][CH:20]4[CH2:21][CH2:22][O:23][CH2:24][CH2:25]4)=[CH:15][C:12]=3[C:13]=2[CH3:14])[OH:8])[CH2:2][CH2:3][CH2:4][CH2:5][CH2:6]1. The yield is 0.980. (4) The yield is 0.950. The reactants are [CH3:1][NH:2][C@H:3]([C:13]([NH:15][C@H:16]([C:21]([N:23]([C@@H:25]([CH:32]([CH3:34])[CH3:33])/[CH:26]=[C:27](/[C:29]([OH:31])=O)\[CH3:28])[CH3:24])=[O:22])[C:17]([CH3:20])([CH3:19])[CH3:18])=[O:14])[C:4]([CH3:12])([CH3:11])[C:5]1[CH:10]=[CH:9][CH:8]=[CH:7][CH:6]=1.Cl.[CH3:36][NH:37][O:38][CH3:39].[OH-].[Na+]. The product is [CH3:1][NH:2][C@H:3]([C:13]([NH:15][C@H:16]([C:21]([N:23]([C@@H:25]([CH:32]([CH3:34])[CH3:33])/[CH:26]=[C:27](\[CH3:28])/[C:29]([N:37]([O:38][CH3:39])[CH3:36])=[O:31])[CH3:24])=[O:22])[C:17]([CH3:18])([CH3:20])[CH3:19])=[O:14])[C:4]([CH3:12])([CH3:11])[C:5]1[CH:10]=[CH:9][CH:8]=[CH:7][CH:6]=1. The catalyst is O1CCCC1.O.[Cl-].[Na+].O.